Dataset: Forward reaction prediction with 1.9M reactions from USPTO patents (1976-2016). Task: Predict the product of the given reaction. (1) Given the reactants [CH3:1][N:2]([CH3:29])[C:3]1[CH:8]=[CH:7][C:6]([S:9]([N:12]2[CH:16]=[CH:15][C:14](/[CH:17]=[CH:18]/[C:19]([NH:21][O:22]C3CCCCO3)=[O:20])=[CH:13]2)(=[O:11])=[O:10])=[CH:5][CH:4]=1, predict the reaction product. The product is: [CH3:29][N:2]([CH3:1])[C:3]1[CH:4]=[CH:5][C:6]([S:9]([N:12]2[CH:16]=[CH:15][C:14](/[CH:17]=[CH:18]/[C:19]([NH:21][OH:22])=[O:20])=[CH:13]2)(=[O:10])=[O:11])=[CH:7][CH:8]=1. (2) Given the reactants [C:1]([O:5][C:6](=[O:17])[NH:7][CH:8]([C:10]1[CH:15]=[CH:14][C:13](Br)=[CH:12][CH:11]=1)[CH3:9])([CH3:4])([CH3:3])[CH3:2].CN(C1CCCCC1)C1CCCCC1.C(P(C(C)(C)C)C(C)(C)C)(C)(C)C.[C:45]([O:49][CH2:50][CH3:51])(=[O:48])[CH:46]=[CH2:47], predict the reaction product. The product is: [CH2:50]([O:49][C:45](=[O:48])[CH:46]=[CH:47][C:13]1[CH:14]=[CH:15][C:10]([CH:8]([NH:7][C:6]([O:5][C:1]([CH3:4])([CH3:3])[CH3:2])=[O:17])[CH3:9])=[CH:11][CH:12]=1)[CH3:51]. (3) Given the reactants [C:1]([O:5][C:6]([N:8]1[CH2:12][CH2:11][CH2:10][C@@H:9]1CNCC(C)=CC1C=CC=CC=1)=[O:7])([CH3:4])([CH3:3])[CH3:2].C(OC(N1CCC[C@@H]1CC(O)=O)=O)(C)(C)C.COC1C=C(C=C(OC)C=1OC)C(O)=O.CN(CCCN=C=NCC)C.ON1C2C=CC=CC=2N=N1, predict the reaction product. The product is: [C:1]([O:5][C:6]([N:8]1[CH2:12][CH2:11][CH2:10][CH2:9]1)=[O:7])([CH3:4])([CH3:2])[CH3:3]. (4) Given the reactants [Cl:1][C:2]1[CH:10]=[CH:9][CH:8]=[C:7]2[C:3]=1[CH:4]([OH:21])[N:5]([C:12]([CH3:20])([C:14]1[CH:19]=[CH:18][CH:17]=[CH:16][CH:15]=1)[CH3:13])[C:6]2=[O:11].CN(CCN(C)C)C.C([Li])(CC)C.CCCCCC.CN([CH:44]=[O:45])C, predict the reaction product. The product is: [Cl:1][C:2]1[CH:10]=[CH:9][C:8]([CH:44]=[O:45])=[C:7]2[C:3]=1[CH:4]([OH:21])[N:5]([C:12]([CH3:13])([C:14]1[CH:15]=[CH:16][CH:17]=[CH:18][CH:19]=1)[CH3:20])[C:6]2=[O:11]. (5) Given the reactants C([Li])CCC.C(NC(C)C)(C)C.[CH3:13][N:14]1[C:19]2=[CH:20][N:21]([CH2:23][O:24][CH2:25][CH2:26][Si:27]([CH3:30])([CH3:29])[CH3:28])[CH:22]=[C:18]2[C:17](=[O:31])[N:16]([CH3:32])[C:15]1=[O:33].C([O:37][B:38](OC(C)C)[O:39]C(C)C)(C)C, predict the reaction product. The product is: [CH3:13][N:14]1[C:19]2=[CH:20][N:21]([CH2:23][O:24][CH2:25][CH2:26][Si:27]([CH3:28])([CH3:30])[CH3:29])[C:22]([B:38]([OH:39])[OH:37])=[C:18]2[C:17](=[O:31])[N:16]([CH3:32])[C:15]1=[O:33]. (6) Given the reactants [CH:1]([C:4]1[CH:5]=[C:6]([C:12]([OH:14])=O)[S:7][C:8]=1[CH:9]([CH3:11])[CH3:10])([CH3:3])[CH3:2].[NH2:15][C:16]1[CH:25]=[CH:24][C:19]([C:20]([O:22][CH3:23])=[O:21])=[CH:18][CH:17]=1, predict the reaction product. The product is: [CH:1]([C:4]1[CH:5]=[C:6]([C:12]([NH:15][C:16]2[CH:17]=[CH:18][C:19]([C:20]([O:22][CH3:23])=[O:21])=[CH:24][CH:25]=2)=[O:14])[S:7][C:8]=1[CH:9]([CH3:10])[CH3:11])([CH3:2])[CH3:3]. (7) Given the reactants [CH2:1]([O:8][C:9]([NH:11][C:12]1[C:13]([C:29](O)=[O:30])=[N:14][C:15]2[C:20]([CH:21]=1)=[CH:19][CH:18]=[C:17]([N:22]1[CH2:27][CH2:26][NH:25][C:24](=[O:28])[CH2:23]1)[CH:16]=2)=[O:10])[C:2]1[CH:7]=[CH:6][CH:5]=[CH:4][CH:3]=1.[NH2:32][C:33]1[CH:34]=[N:35][CH:36]=[CH:37][C:38]=1[N:39]1[CH2:44][C@H:43]([CH3:45])[CH2:42][C@H:41]([NH:46]C(=O)OC(C)(C)C)[CH2:40]1.CN(C(ON1N=NC2C=CC=NC1=2)=[N+](C)C)C.F[P-](F)(F)(F)(F)F.CCN(C(C)C)C(C)C, predict the reaction product. The product is: [NH2:46][C@H:41]1[CH2:42][C@@H:43]([CH3:45])[CH2:44][N:39]([C:38]2[CH:37]=[CH:36][N:35]=[CH:34][C:33]=2[NH:32][C:29]([C:13]2[C:12]([NH:11][C:9](=[O:10])[O:8][CH2:1][C:2]3[CH:7]=[CH:6][CH:5]=[CH:4][CH:3]=3)=[CH:21][C:20]3[C:15](=[CH:16][C:17]([N:22]4[CH2:27][CH2:26][NH:25][C:24](=[O:28])[CH2:23]4)=[CH:18][CH:19]=3)[N:14]=2)=[O:30])[CH2:40]1.